From a dataset of Reaction yield outcomes from USPTO patents with 853,638 reactions. Predict the reaction yield, written as a fraction of the theoretical maximum amount of product (1.0 means a 100% yield; for example, 0.34 means a 34% yield). The reactants are Cl[CH2:2][CH2:3][CH2:4][CH2:5][N:6]1[C:10]2[C:11](=[N:18][OH:19])[CH2:12][N:13]([CH3:17])[S:14](=[O:16])(=[O:15])[C:9]=2[CH:8]=[CH:7]1.Cl.[F:21][C:22]1[CH:35]=[CH:34][C:25]([C:26]([CH:28]2[CH2:33][CH2:32][NH:31][CH2:30][CH2:29]2)=[O:27])=[CH:24][CH:23]=1.C(=O)([O-])O.[Na+].[I-].[Na+]. The catalyst is C(#N)C. The product is [F:21][C:22]1[CH:23]=[CH:24][C:25]([C:26]([CH:28]2[CH2:33][CH2:32][N:31]([CH2:2][CH2:3][CH2:4][CH2:5][N:6]3[C:10]4[C:11](=[N:18][OH:19])[CH2:12][N:13]([CH3:17])[S:14](=[O:16])(=[O:15])[C:9]=4[CH:8]=[CH:7]3)[CH2:30][CH2:29]2)=[O:27])=[CH:34][CH:35]=1. The yield is 0.790.